Dataset: Retrosynthesis with 50K atom-mapped reactions and 10 reaction types from USPTO. Task: Predict the reactants needed to synthesize the given product. (1) The reactants are: NC(=O)c1cc(Br)ccc1Nc1nc(Cl)ncc1Cl.Nc1cccc(CN2CCCC2)c1. Given the product NC(=O)c1cc(Br)ccc1Nc1nc(Nc2cccc(CN3CCCC3)c2)ncc1Cl, predict the reactants needed to synthesize it. (2) The reactants are: CC(C)=O.Cc1cc(COc2ccc(C(=O)NCC3(N4CCNCC4)C(=O)NC(=O)NC3=O)cc2)c2ccccc2n1. Given the product Cc1cc(COc2ccc(C(=O)NCC3(N4CCN(C(C)C)CC4)C(=O)NC(=O)NC3=O)cc2)c2ccccc2n1, predict the reactants needed to synthesize it. (3) The reactants are: CN1CCNCC1.O=Cc1cc(Cl)ncc1F. Given the product CN1CCN(Cc2cc(Cl)ncc2F)CC1, predict the reactants needed to synthesize it. (4) Given the product CC1CN(c2ccc(C(=O)c3ccccc3)cc2)CCN1, predict the reactants needed to synthesize it. The reactants are: CC1CNCCN1.O=C(c1ccccc1)c1ccc(F)cc1.